From a dataset of Experimentally validated miRNA-target interactions with 360,000+ pairs, plus equal number of negative samples. Binary Classification. Given a miRNA mature sequence and a target amino acid sequence, predict their likelihood of interaction. (1) The miRNA is hsa-miR-1277-5p with sequence AAAUAUAUAUAUAUAUGUACGUAU. The protein sequence of the target gene is MSEASSEDLVPPLEAGAAPYREEEEAAKKKKEKKKKSKGLANVFCVFTKGKKKKGQPSSAEPEDAAGSRQGLDGPPPTVEELKAALERGQLEAARPLLALERELAAAAAAGGVSEEELVRRQSKVEALYELLRDQVLGVLRRPLEAPPERLRQALAVVAEQEREDRQAAAAGPGTSGLAATRPRRWLQLWRRGVAEAAEERMGQRPAAGAEVPESVFLHLGRTMKEDLEAVVERLKPLFPAEFGVVAAYAESYHQHFAAHLAAVAQFELCERDTYMLLLWVQNLYPNDIINSPKLVGELQ.... Result: 0 (no interaction). (2) The miRNA is mmu-miR-6997-3p with sequence UCAAACCUUACCCUCCUGUUUCC. The protein sequence of the target gene is MSKGLPETRTDAAMSELVPEPRPKPAVPMKPMSINSNLLGYIGIDTIIEQMRKKTMKTGFDFNIMVVGQSGLGKSTLVNTLFKSQVSRKASSWNREEKIPKTVEIKAIGHVIEEGGVKMKLTVIDTPGFGDQINNENCWEPIEKYINEQYEKFLKEEVNIARKKRIPDTRVHCCLYFISPTGHSLRPLDLEFMKHLSKVVNIIPVIAKADTMTLEEKSEFKQRVRKELEVNGIEFYPQKEFDEDLEDKTENDKIRQESMPFAVVGSDKEYQVNGKRVLGRKTPWGIIEVENLNHCEFALL.... Result: 0 (no interaction). (3) The miRNA is hsa-miR-9-5p with sequence UCUUUGGUUAUCUAGCUGUAUGA. The protein sequence of the target gene is MATEFIKSCCGGCFYGETEKHNFSVERDFKAAVPNSQNATISVPPLTSVSVKPQLGCTEDYLLSKLPSDGKEVPFVVPKFKLSYIQPRTQETPSHLEELEGSARASFGDRKVELSSSSQHGPSYDVYNPFYMYQHISPDLSRRFPPRSEVKRLYGSVCDLRTNKLPGSPGLSKSMFDLTNSSQRFIQRHDSLSSVPSSSSSRKNSQGSNRSLDTITLSGDERDFGRLNVKLFYNSSVEQIWITVLQCRDLSWPSSYGDTPTVSIKGILTLPKPVHFKSSAKEGSNAIEFMETFVFAIKLQ.... Result: 1 (interaction). (4) The miRNA is hsa-miR-3126-3p with sequence CAUCUGGCAUCCGUCACACAGA. The protein sequence of the target gene is MSYPQGYLYQPSASLALYSCPAYSTSVISGPRTDELGRSSSGSAFSPYAGSTAFTAPSPGYNSHLQYGADPAAAAAAAFSYVGSPYDHTPGMAGSLGYHPYAAPLGSYPYGDPAYRKNATRDATATLKAWLNEHRKNPYPTKGEKIMLAIITKMTLTQVSTWFANARRRLKKENKMTWTPRNRSEDEEEEENIDLEKNDEDEPQKPEDKGDLEGPESGGAEQKATAGCERLQGPLSPAGKETEGSLSDSDFKESSSEGRHDELPRPPRAGESSPAGPATARLAEDAGPHYPASVPAPGPH.... Result: 0 (no interaction).